This data is from Forward reaction prediction with 1.9M reactions from USPTO patents (1976-2016). The task is: Predict the product of the given reaction. (1) Given the reactants [C:1]([O:9][CH2:10][O:11][C:12](=[O:42])[C:13]1[CH:18]=[CH:17][CH:16]=[C:15]([CH2:19][CH:20]([NH:34][C:35](=[O:39])[CH2:36][CH2:37][CH3:38])[B:21]2[O:29]C3C(C)(C4CC(C3)C4(C)C)[O:22]2)[C:14]=1OC)(=[O:8])[C:2]1[CH:7]=[CH:6][CH:5]=[CH:4][CH:3]=1.[Cl-].[Al+3].[Cl-].[Cl-], predict the reaction product. The product is: [C:1]([O:9][CH2:10][O:11][C:12]([C:13]1[C:14]2[O:22][B:21]([OH:29])[C@@H:20]([NH:34][C:35](=[O:39])[CH2:36][CH2:37][CH3:38])[CH2:19][C:15]=2[CH:16]=[CH:17][CH:18]=1)=[O:42])(=[O:8])[C:2]1[CH:7]=[CH:6][CH:5]=[CH:4][CH:3]=1. (2) The product is: [Br:12][C:4]1[NH:5][C:6]([C:7]([O:9][CH2:10][CH3:11])=[O:8])=[C:2]([CH3:1])[N:3]=1. Given the reactants [CH3:1][C:2]1[N:3]=[CH:4][NH:5][C:6]=1[C:7]([O:9][CH2:10][CH3:11])=[O:8].[Br:12]N1C(=O)CCC1=O.C(=O)([O-])O.[Na+], predict the reaction product. (3) The product is: [CH3:13][CH:14]([N:23]1[CH2:10][C:5]2[C:4](=[CH:9][CH:8]=[CH:7][CH:6]=2)[C:3]1=[O:12])[CH2:15][CH2:16][C:17]1[CH:22]=[CH:21][CH:20]=[CH:19][CH:18]=1. Given the reactants CO[C:3](=[O:12])[C:4]1[CH:9]=[CH:8][CH:7]=[CH:6][C:5]=1[CH2:10]Br.[CH3:13][CH:14]([NH2:23])[CH2:15][CH2:16][C:17]1[CH:22]=[CH:21][CH:20]=[CH:19][CH:18]=1.C([O-])([O-])=O.[K+].[K+].C(OCC)(=O)C, predict the reaction product. (4) Given the reactants [OH:1][C@@:2]1([CH3:15])[CH2:6][CH2:5][N:4]([C:7]([O:9][C:10]([CH3:13])([CH3:12])[CH3:11])=[O:8])[C@H:3]1[CH3:14].O.I([O-])(=O)(=O)=[O:18].[Na+], predict the reaction product. The product is: [OH:1][C@@:2]1([CH3:15])[CH2:6][C:5](=[O:18])[N:4]([C:7]([O:9][C:10]([CH3:13])([CH3:12])[CH3:11])=[O:8])[C@H:3]1[CH3:14]. (5) Given the reactants [F:1][C:2]1[CH:3]=[C:4]([OH:8])[CH:5]=[N:6][CH:7]=1.[N+:9]([O-])([OH:11])=[O:10], predict the reaction product. The product is: [F:1][C:2]1[CH:3]=[C:4]([OH:8])[C:5]([N+:9]([O-:11])=[O:10])=[N:6][CH:7]=1. (6) Given the reactants C(OC(=O)[NH:7][C:8]1[S:9][C:10]2[CH2:19][CH2:18][CH:17]([C:20]([F:23])([F:22])[F:21])[C:16]3[C:12](=[CH:13][N:14]([CH2:24][C:25]4[CH:30]=[CH:29][C:28]([O:31][CH3:32])=[CH:27][CH:26]=4)[N:15]=3)[C:11]=2[N:33]=1)(C)(C)C, predict the reaction product. The product is: [CH3:32][O:31][C:28]1[CH:27]=[CH:26][C:25]([CH2:24][N:14]2[CH:13]=[C:12]3[C:16]([CH:17]([C:20]([F:22])([F:23])[F:21])[CH2:18][CH2:19][C:10]4[S:9][C:8]([NH2:7])=[N:33][C:11]=43)=[N:15]2)=[CH:30][CH:29]=1.